Predict which catalyst facilitates the given reaction. From a dataset of Catalyst prediction with 721,799 reactions and 888 catalyst types from USPTO. (1) Reactant: [Cl:1][C:2]1[CH:7]=[CH:6][C:5]([C:8](=O)[CH2:9][C:10]2[CH:15]=[CH:14][C:13]([CH2:16][CH3:17])=[CH:12][CH:11]=2)=[CH:4][CH:3]=1.[NH2:19][C:20]([NH2:22])=[S:21].II.[OH-].[Na+]. Product: [Cl:1][C:2]1[CH:7]=[CH:6][C:5]([C:8]2[N:19]=[C:20]([NH2:22])[S:21][C:9]=2[C:10]2[CH:15]=[CH:14][C:13]([CH2:16][CH3:17])=[CH:12][CH:11]=2)=[CH:4][CH:3]=1. The catalyst class is: 6. (2) Reactant: [C:1]([O:4][CH:5](SC)[C:6](=[O:23])[C@@H:7]([NH:15][C:16]([O:18][C:19]([CH3:22])([CH3:21])[CH3:20])=[O:17])[CH2:8][C:9]1[CH:14]=[CH:13][CH:12]=[CH:11][CH:10]=1)(=[O:3])[CH3:2].[BH4-].[Na+].Cl. Product: [C:1]([O:4][CH2:5][CH:6]([OH:23])[C@@H:7]([NH:15][C:16]([O:18][C:19]([CH3:22])([CH3:21])[CH3:20])=[O:17])[CH2:8][C:9]1[CH:10]=[CH:11][CH:12]=[CH:13][CH:14]=1)(=[O:3])[CH3:2]. The catalyst class is: 88. (3) Reactant: [CH2:1]([S:3]([CH2:6][CH2:7][CH2:8][C:9]12[CH2:16][CH2:15][C:12]([C:17]([NH:19][CH3:20])=O)([CH2:13][CH2:14]1)[CH2:11][CH2:10]2)(=[O:5])=[O:4])[CH3:2].C(Cl)(=O)C(Cl)=O.[F:27][C:28]([F:41])([F:40])[C:29]1[CH:34]=[CH:33][CH:32]=[CH:31][C:30]=1[C:35]1NN=[N:37][N:36]=1. Product: [CH2:1]([S:3]([CH2:6][CH2:7][CH2:8][C:9]12[CH2:16][CH2:15][C:12]([C:17]3[N:19]([CH3:20])[C:35]([C:30]4[CH:31]=[CH:32][CH:33]=[CH:34][C:29]=4[C:28]([F:27])([F:41])[F:40])=[N:36][N:37]=3)([CH2:13][CH2:14]1)[CH2:11][CH2:10]2)(=[O:5])=[O:4])[CH3:2]. The catalyst class is: 59.